Dataset: Peptide-MHC class I binding affinity with 185,985 pairs from IEDB/IMGT. Task: Regression. Given a peptide amino acid sequence and an MHC pseudo amino acid sequence, predict their binding affinity value. This is MHC class I binding data. (1) The binding affinity (normalized) is 0.0906. The MHC is HLA-A11:01 with pseudo-sequence HLA-A11:01. The peptide sequence is DRLFFKCIYR. (2) The peptide sequence is KSYSLIRPK. The MHC is HLA-A02:03 with pseudo-sequence HLA-A02:03. The binding affinity (normalized) is 0. (3) The peptide sequence is APFMSDLQF. The MHC is HLA-B07:02 with pseudo-sequence HLA-B07:02. The binding affinity (normalized) is 0.538. (4) The peptide sequence is KIRLRPGGK. The MHC is HLA-B45:01 with pseudo-sequence HLA-B45:01. The binding affinity (normalized) is 0. (5) The peptide sequence is AENLWVTVY. The MHC is HLA-B58:01 with pseudo-sequence HLA-B58:01. The binding affinity (normalized) is 0.144. (6) The peptide sequence is ETTEANAGQ. The MHC is HLA-B46:01 with pseudo-sequence HLA-B46:01. The binding affinity (normalized) is 0.0847. (7) The peptide sequence is QQHNIVHGK. The MHC is HLA-A31:01 with pseudo-sequence HLA-A31:01. The binding affinity (normalized) is 0.282. (8) The peptide sequence is SLFSTVATL. The MHC is HLA-A02:03 with pseudo-sequence HLA-A02:03. The binding affinity (normalized) is 0.661. (9) The peptide sequence is TYCKEKDI. The MHC is H-2-Kd with pseudo-sequence H-2-Kd. The binding affinity (normalized) is 0.263. (10) The peptide sequence is KRMMIRYCL. The MHC is HLA-B15:01 with pseudo-sequence HLA-B15:01. The binding affinity (normalized) is 0.0847.